This data is from Reaction yield outcomes from USPTO patents with 853,638 reactions. The task is: Predict the reaction yield, written as a fraction of the theoretical maximum amount of product (1.0 means a 100% yield; for example, 0.34 means a 34% yield). (1) The reactants are [H-].C([Al+]CC(C)C)C(C)C.[CH3:11][C:12]1[CH:13]=[C:14]([C:29]2[S:33][C:32]([C:34]3([C:44]#[N:45])[CH2:43][CH2:42][C:37]4([O:41][CH2:40][CH2:39][O:38]4)[CH2:36][CH2:35]3)=[N:31][CH:30]=2)[CH:15]=[C:16]([NH:18][C:19]2[N:24]=[C:23]([C:25]([F:28])([F:27])[F:26])[CH:22]=[CH:21][N:20]=2)[CH:17]=1.CC(C[AlH]CC(C)C)C. No catalyst specified. The product is [NH2:45][CH2:44][C:34]1([C:32]2[S:33][C:29]([C:14]3[CH:15]=[C:16]([NH:18][C:19]4[N:24]=[C:23]([C:25]([F:26])([F:28])[F:27])[CH:22]=[CH:21][N:20]=4)[CH:17]=[C:12]([CH3:11])[CH:13]=3)=[CH:30][N:31]=2)[CH2:43][CH2:42][C:37]2([O:38][CH2:39][CH2:40][O:41]2)[CH2:36][CH2:35]1. The yield is 0.390. (2) The reactants are [Br:1][C:2]1[CH:3]=[C:4]2[C:9](=[CH:10][CH:11]=1)[C:8]([N+:12]([O-])=O)=[C:7]([NH2:15])[CH:6]=[CH:5]2. The catalyst is C(O)C.[Ni]. The product is [Br:1][C:2]1[CH:11]=[CH:10][C:9]2[C:4](=[CH:5][CH:6]=[C:7]([NH2:15])[C:8]=2[NH2:12])[CH:3]=1. The yield is 0.880. (3) The reactants are [F:1][C:2]1[CH:7]=[CH:6][C:5]([C:8]#[C:9][C@:10]2([OH:17])[CH2:14][CH2:13][N:12]([CH3:15])[C:11]2=[O:16])=[CH:4][C:3]=1[C:18]1[N:23]=[C:22]([C:24]([O:26]CC)=O)[CH:21]=[CH:20][CH:19]=1.[NH3:29]. No catalyst specified. The product is [F:1][C:2]1[CH:7]=[CH:6][C:5]([C:8]#[C:9][C@:10]2([OH:17])[CH2:14][CH2:13][N:12]([CH3:15])[C:11]2=[O:16])=[CH:4][C:3]=1[C:18]1[N:23]=[C:22]([C:24]([NH2:29])=[O:26])[CH:21]=[CH:20][CH:19]=1. The yield is 0.300. (4) The reactants are [CH3:1][C:2]1[NH:3][C:4](B2OC(C)(C)C(C)(C)O2)=[CH:5][C:6]=1[C:7]([O:9][CH2:10][CH3:11])=[O:8].[F:21][C:22]1[CH:39]=[C:38]([F:40])[CH:37]=[CH:36][C:23]=1[O:24][C:25]1[CH:30]=[CH:29][C:28]([S:31]([NH2:34])(=[O:33])=[O:32])=[CH:27][C:26]=1I.CC12CC3(C)P(C4C=CC=CC=4)C(C)(CC(C)(O3)O1)O2.[O-]P([O-])([O-])=O.[K+].[K+].[K+]. The catalyst is C1C=CC(/C=C/C(/C=C/C2C=CC=CC=2)=O)=CC=1.C1C=CC(/C=C/C(/C=C/C2C=CC=CC=2)=O)=CC=1.C1C=CC(/C=C/C(/C=C/C2C=CC=CC=2)=O)=CC=1.[Pd].[Pd]. The product is [F:21][C:22]1[CH:39]=[C:38]([F:40])[CH:37]=[CH:36][C:23]=1[O:24][C:25]1[CH:30]=[CH:29][C:28]([S:31](=[O:33])(=[O:32])[NH2:34])=[CH:27][C:26]=1[C:4]1[NH:3][C:2]([CH3:1])=[C:6]([C:7]([O:9][CH2:10][CH3:11])=[O:8])[CH:5]=1. The yield is 0.810. (5) The reactants are [NH:1]1[CH:5]=[CH:4][CH:3]=[N:2]1.[O-]CC.[Na+].[CH2:10]([O:12][C:13](=[O:16])[CH2:14]Br)[CH3:11]. The catalyst is C(O)C. The product is [CH2:10]([O:12][C:13](=[O:16])[CH2:14][N:1]1[CH:5]=[CH:4][CH:3]=[N:2]1)[CH3:11]. The yield is 0.660. (6) The reactants are C([N:5]1[CH2:9][CH2:8][N:7]([C:10]2[CH:15]=[CH:14][C:13]([N:16]3[CH:21]=[C:20]([O:22][CH3:23])[C:19](=[O:24])[C:18]([C:25]4[N:29]([C:30]5[CH:35]=[CH:34][CH:33]=[CH:32][CH:31]=5)[N:28]=[CH:27][CH:26]=4)=[N:17]3)=[C:12]([F:36])[CH:11]=2)[C:6]1=[O:37])(C)(C)C. The catalyst is FC(F)(F)C(O)=O. The product is [F:36][C:12]1[CH:11]=[C:10]([N:7]2[CH2:8][CH2:9][NH:5][C:6]2=[O:37])[CH:15]=[CH:14][C:13]=1[N:16]1[CH:21]=[C:20]([O:22][CH3:23])[C:19](=[O:24])[C:18]([C:25]2[N:29]([C:30]3[CH:31]=[CH:32][CH:33]=[CH:34][CH:35]=3)[N:28]=[CH:27][CH:26]=2)=[N:17]1. The yield is 0.750.